Dataset: Full USPTO retrosynthesis dataset with 1.9M reactions from patents (1976-2016). Task: Predict the reactants needed to synthesize the given product. The reactants are: [CH3:1][O-:2].[Na+].CO.[Br:6][C:7]1[C:8]([N+]([O-])=O)=[C:9]([CH3:15])[C:10]([CH3:14])=[N+:11]([O-:13])[CH:12]=1. Given the product [Br:6][C:7]1[C:8]([O:2][CH3:1])=[C:9]([CH3:15])[C:10]([CH3:14])=[N+:11]([O-:13])[CH:12]=1, predict the reactants needed to synthesize it.